Dataset: NCI-60 drug combinations with 297,098 pairs across 59 cell lines. Task: Regression. Given two drug SMILES strings and cell line genomic features, predict the synergy score measuring deviation from expected non-interaction effect. (1) Drug 1: CC1C(C(CC(O1)OC2CC(CC3=C2C(=C4C(=C3O)C(=O)C5=C(C4=O)C(=CC=C5)OC)O)(C(=O)C)O)N)O.Cl. Drug 2: CN(CC1=CN=C2C(=N1)C(=NC(=N2)N)N)C3=CC=C(C=C3)C(=O)NC(CCC(=O)O)C(=O)O. Cell line: SNB-19. Synergy scores: CSS=56.0, Synergy_ZIP=1.53, Synergy_Bliss=0.422, Synergy_Loewe=-6.53, Synergy_HSA=0.1000. (2) Drug 1: CC1=C(C=C(C=C1)C(=O)NC2=CC(=CC(=C2)C(F)(F)F)N3C=C(N=C3)C)NC4=NC=CC(=N4)C5=CN=CC=C5. Drug 2: C1C(C(OC1N2C=NC(=NC2=O)N)CO)O. Cell line: OVCAR3. Synergy scores: CSS=-7.87, Synergy_ZIP=3.40, Synergy_Bliss=2.85, Synergy_Loewe=-24.5, Synergy_HSA=-19.0.